This data is from Forward reaction prediction with 1.9M reactions from USPTO patents (1976-2016). The task is: Predict the product of the given reaction. (1) Given the reactants [C:1]([O:5][C:6]([N:8]1[C@H:17]([C:18]([OH:20])=O)[CH2:16][C:15]2[C:10](=[CH:11][C:12]([N+:21]([O-:23])=[O:22])=[CH:13][CH:14]=2)[CH2:9]1)=[O:7])([CH3:4])([CH3:3])[CH3:2].C(Cl)CCl.C1C=NC2N(O)N=NC=2C=1.[C@H:38]1([NH2:48])[C:47]2[C:42](=[CH:43][CH:44]=[CH:45][CH:46]=2)[CH2:41][CH2:40][CH2:39]1.CN1CCOCC1, predict the reaction product. The product is: [N+:21]([C:12]1[CH:11]=[C:10]2[C:15]([CH2:16][C@@H:17]([C:18](=[O:20])[NH:48][C@H:38]3[C:47]4[C:42](=[CH:43][CH:44]=[CH:45][CH:46]=4)[CH2:41][CH2:40][CH2:39]3)[N:8]([C:6]([O:5][C:1]([CH3:2])([CH3:3])[CH3:4])=[O:7])[CH2:9]2)=[CH:14][CH:13]=1)([O-:23])=[O:22]. (2) Given the reactants [NH:1]1[C:5]([C:6]2[CH:15]=[CH:14][C:13]3[C:8](=[CH:9][CH:10]=[C:11]([CH2:16][OH:17])[CH:12]=3)[N:7]=2)=[CH:4][CH:3]=[N:2]1.C([O-])([O-])=O.[K+].[K+].Br[CH2:25][CH3:26], predict the reaction product. The product is: [CH2:25]([N:2]1[CH:3]=[CH:4][C:5]([C:6]2[CH:15]=[CH:14][C:13]3[C:8](=[CH:9][CH:10]=[C:11]([CH2:16][OH:17])[CH:12]=3)[N:7]=2)=[N:1]1)[CH3:26]. (3) Given the reactants [CH:1]1([N:5]2[C:9]3[N:10]=[C:11]([OH:14])[N:12]=[CH:13][C:8]=3[CH:7]=[CH:6]2)[CH2:4][CH2:3][CH2:2]1.N1C=CC=CC=1.[S:21](O[S:21]([C:24]([F:27])([F:26])[F:25])(=[O:23])=[O:22])([C:24]([F:27])([F:26])[F:25])(=[O:23])=[O:22], predict the reaction product. The product is: [F:25][C:24]([F:27])([F:26])[S:21]([O:14][C:11]1[N:12]=[CH:13][C:8]2[CH:7]=[CH:6][N:5]([CH:1]3[CH2:2][CH2:3][CH2:4]3)[C:9]=2[N:10]=1)(=[O:23])=[O:22]. (4) Given the reactants [CH2:1]([N:4]1[C:12](=[O:13])[C:11]2[N:10](COCC[Si](C)(C)C)[C:9]([C:22]3[CH:27]=[CH:26][C:25]([O:28][CH2:29][C:30]#[C:31][C:32]4[CH:37]=[CH:36][C:35]([O:38][C:39]([F:42])([F:41])[F:40])=[CH:34][CH:33]=4)=[CH:24][CH:23]=3)=[N:8][C:7]=2[N:6]([CH2:43][CH2:44][CH3:45])[C:5]1=[O:46])[CH2:2][CH3:3].Cl, predict the reaction product. The product is: [CH2:1]([N:4]1[C:12](=[O:13])[C:11]2[NH:10][C:9]([C:22]3[CH:27]=[CH:26][C:25]([O:28][CH2:29][C:30]#[C:31][C:32]4[CH:33]=[CH:34][C:35]([O:38][C:39]([F:42])([F:41])[F:40])=[CH:36][CH:37]=4)=[CH:24][CH:23]=3)=[N:8][C:7]=2[N:6]([CH2:43][CH2:44][CH3:45])[C:5]1=[O:46])[CH2:2][CH3:3]. (5) Given the reactants [NH:1]1[C:10]2[C:5](=[CH:6][C:7]3[CH2:15][CH2:14][NH:13][CH2:12][CH2:11][C:8]=3[CH:9]=2)[CH:4]=[CH:3][C:2]1=[O:16].NC1C=CC2CCN([C:27](=[O:32])[C:28]([F:31])([F:30])[F:29])CCC=2C=1.C(OC(OCC)CC(O)=O)C.C1(N=C=NC2CCCCC2)CCCCC1.C(=O)([O-])[O-].[K+].[K+], predict the reaction product. The product is: [F:29][C:28]([F:31])([F:30])[C:27]([OH:32])=[O:16].[NH:1]1[C:10]2[C:5](=[CH:6][C:7]3[CH2:15][CH2:14][NH:13][CH2:12][CH2:11][C:8]=3[CH:9]=2)[CH:4]=[CH:3][C:2]1=[O:16]. (6) Given the reactants [NH2:1][C:2]1[CH:7]=[CH:6][CH:5]=[CH:4][C:3]=1[CH2:8][CH2:9][CH2:10][N:11]1[CH2:16][CH2:15][CH:14]([N:17]([C:25]2[CH:30]=[CH:29][C:28]([CH3:31])=[CH:27][CH:26]=2)[C:18]([C:20]2[O:21][CH:22]=[CH:23][CH:24]=2)=[O:19])[CH2:13][CH2:12]1.Br[CH2:33][CH2:34][CH2:35][C:36]([O:38][CH2:39][CH3:40])=[O:37].C(NC(C)C)(C)C.C(OCC)(=O)C, predict the reaction product. The product is: [C:28]1([CH3:31])[CH:27]=[CH:26][C:25]([N:17]([CH:14]2[CH2:13][CH2:12][N:11]([CH2:10][CH2:9][CH2:8][C:3]3[CH:4]=[CH:5][CH:6]=[CH:7][C:2]=3[NH:1][CH:35]([CH2:34][CH3:33])[C:36]([O:38][CH2:39][CH3:40])=[O:37])[CH2:16][CH2:15]2)[C:18]([C:20]2[O:21][CH:22]=[CH:23][CH:24]=2)=[O:19])=[CH:30][CH:29]=1.